This data is from Full USPTO retrosynthesis dataset with 1.9M reactions from patents (1976-2016). The task is: Predict the reactants needed to synthesize the given product. (1) Given the product [Cl:19][C:20]1[CH:21]=[C:22]([NH:27][C:28]2[C:29]3[N:37]=[C:36]([N:12]4[CH2:13][CH2:14][C:9]([NH:8][C:6]([O:5][C:1]([CH3:4])([CH3:3])[CH3:2])=[O:7])([C:15]([O:17][CH3:18])=[O:16])[CH2:10][CH2:11]4)[N:35]=[CH:34][C:30]=3[N:31]=[CH:32][N:33]=2)[CH:23]=[CH:24][C:25]=1[F:26], predict the reactants needed to synthesize it. The reactants are: [C:1]([O:5][C:6]([NH:8][C:9]1([C:15]([O:17][CH3:18])=[O:16])[CH2:14][CH2:13][NH:12][CH2:11][CH2:10]1)=[O:7])([CH3:4])([CH3:3])[CH3:2].[Cl:19][C:20]1[CH:21]=[C:22]([NH:27][C:28]2[C:29]3[N:37]=[C:36](S(C)=O)[N:35]=[CH:34][C:30]=3[N:31]=[CH:32][N:33]=2)[CH:23]=[CH:24][C:25]=1[F:26].C(N(CC)CC)C. (2) Given the product [NH2:15][C:16]1[C:25]([O:26][CH3:27])=[CH:24][C:19]([C:20]([O:22][CH3:23])=[O:21])=[C:18]([CH3:28])[C:17]=1[C:29]#[CH:30], predict the reactants needed to synthesize it. The reactants are: NC1C=CC(C(OC)=O)=C(Cl)C=1C#C.[NH2:15][C:16]1[C:25]([O:26][CH3:27])=[CH:24][C:19]([C:20]([O:22][CH3:23])=[O:21])=[C:18]([CH3:28])[C:17]=1[C:29]#[C:30][Si](C)(C)C. (3) Given the product [C:20]([C:2]1[C:12]2[O:11][CH2:10][CH2:9][N:8]([C:13]([O:15][C:16]([CH3:19])([CH3:18])[CH3:17])=[O:14])[CH2:7][C:6]=2[CH:5]=[CH:4][CH:3]=1)#[N:21], predict the reactants needed to synthesize it. The reactants are: Br[C:2]1[C:12]2[O:11][CH2:10][CH2:9][N:8]([C:13]([O:15][C:16]([CH3:19])([CH3:18])[CH3:17])=[O:14])[CH2:7][C:6]=2[CH:5]=[CH:4][CH:3]=1.[CH3:20][N:21](C)C=O. (4) Given the product [CH2:1]([O:3][C:4]([C:6]1([C:9]2[CH:10]=[CH:11][C:12]([C:15]3[CH:20]=[CH:19][C:18]([C:21]4[O:25][N:24]=[C:23]([CH3:26])[C:22]=4[CH2:27][NH2:28])=[CH:17][CH:16]=3)=[CH:13][CH:14]=2)[CH2:8][CH2:7]1)=[O:5])[CH3:2], predict the reactants needed to synthesize it. The reactants are: [CH2:1]([O:3][C:4]([C:6]1([C:9]2[CH:14]=[CH:13][C:12]([C:15]3[CH:20]=[CH:19][C:18]([C:21]4[O:25][N:24]=[C:23]([CH3:26])[C:22]=4[CH2:27][NH:28]C(OCC4C=CC=CC=4)=O)=[CH:17][CH:16]=3)=[CH:11][CH:10]=2)[CH2:8][CH2:7]1)=[O:5])[CH3:2]. (5) Given the product [C:1]([O:5][C:6](=[O:35])[N:7]([C:16]1[N:20]([CH3:21])[C:19]2[CH:22]=[CH:23][C:24]([N:26]([C:28]3[CH:33]=[CH:32][N:31]=[C:30]([NH:47][C:43]4[CH:44]=[CH:45][CH:46]=[C:41]([CH2:40][S:37]([CH3:36])(=[O:39])=[O:38])[CH:42]=4)[N:29]=3)[CH3:27])=[CH:25][C:18]=2[N:17]=1)[C:8]1[CH:13]=[CH:12][C:11]([O:14][CH3:15])=[CH:10][CH:9]=1)([CH3:4])([CH3:3])[CH3:2], predict the reactants needed to synthesize it. The reactants are: [C:1]([O:5][C:6](=[O:35])[N:7]([C:16]1[N:20]([CH3:21])[C:19]2[CH:22]=[CH:23][C:24]([N:26]([C:28]3[CH:33]=[CH:32][N:31]=[C:30](Cl)[N:29]=3)[CH3:27])=[CH:25][C:18]=2[N:17]=1)[C:8]1[CH:13]=[CH:12][C:11]([O:14][CH3:15])=[CH:10][CH:9]=1)([CH3:4])([CH3:3])[CH3:2].[CH3:36][S:37]([CH2:40][C:41]1[CH:42]=[C:43]([NH2:47])[CH:44]=[CH:45][CH:46]=1)(=[O:39])=[O:38]. (6) Given the product [Br:1][C:2]1[C:7]([CH:8]([CH3:10])[CH3:9])=[C:6]([O:11][CH3:12])[N:5]=[C:4]([CH2:13][Br:18])[C:3]=1[CH2:14][CH:15]1[CH2:17][CH2:16]1, predict the reactants needed to synthesize it. The reactants are: [Br:1][C:2]1[C:7]([CH:8]([CH3:10])[CH3:9])=[C:6]([O:11][CH3:12])[N:5]=[C:4]([CH3:13])[C:3]=1[CH2:14][CH:15]1[CH2:17][CH2:16]1.[Br:18]N1C(=O)CCC1=O.C(OOC(=O)C1C=CC=CC=1)(=O)C1C=CC=CC=1.